This data is from Full USPTO retrosynthesis dataset with 1.9M reactions from patents (1976-2016). The task is: Predict the reactants needed to synthesize the given product. (1) Given the product [Cl:1][C:2]1[CH:3]=[C:4]2[N:24]([CH2:25][OH:26])[C:23]([O:33][C@H:34]3[C@H:38]4[O:39][CH2:40][C@@H:41]([OH:42])[C@H:37]4[O:36][CH2:35]3)=[CH:22][C:5]2=[N:6][C:7]=1[C:8]1[CH:13]=[CH:12][C:11]([C:14]2([CH2:17][S:18]([CH3:21])(=[O:20])=[O:19])[CH2:16][CH2:15]2)=[CH:10][CH:9]=1, predict the reactants needed to synthesize it. The reactants are: [Cl:1][C:2]1[CH:3]=[C:4]2[N:24]([CH2:25][O:26]CC[Si](C)(C)C)[C:23]([O:33][C@H:34]3[C@H:38]4[O:39][CH2:40][C@@H:41]([OH:42])[C@H:37]4[O:36][CH2:35]3)=[CH:22][C:5]2=[N:6][C:7]=1[C:8]1[CH:13]=[CH:12][C:11]([C:14]2([CH2:17][S:18]([CH3:21])(=[O:20])=[O:19])[CH2:16][CH2:15]2)=[CH:10][CH:9]=1.Cl. (2) Given the product [Br:22][CH:2]([C:4]1[O:5][C:6](=[O:20])[C:7]2[C:12]([C:13]=1[C:14]1[CH:19]=[CH:18][CH:17]=[CH:16][CH:15]=1)=[CH:11][CH:10]=[CH:9][CH:8]=2)[CH3:3], predict the reactants needed to synthesize it. The reactants are: O[CH:2]([C:4]1[O:5][C:6](=[O:20])[C:7]2[C:12]([C:13]=1[C:14]1[CH:19]=[CH:18][CH:17]=[CH:16][CH:15]=1)=[CH:11][CH:10]=[CH:9][CH:8]=2)[CH3:3].P(Br)(Br)[Br:22].C(Cl)Cl. (3) Given the product [ClH:40].[CH3:1][O:2][CH2:3][C:4]1[CH:9]=[C:8]([C:10]2[O:14][N:13]=[C:12]([C:15]3[CH:24]=[C:23]4[C:18]([CH2:19][CH2:20][N:21]([CH2:25][C:26]([OH:28])=[O:27])[CH2:22]4)=[CH:17][CH:16]=3)[N:11]=2)[CH:7]=[CH:6][C:5]=1[C:33]1[CH:38]=[CH:37][CH:36]=[CH:35][C:34]=1[CH3:39], predict the reactants needed to synthesize it. The reactants are: [CH3:1][O:2][CH2:3][C:4]1[CH:9]=[C:8]([C:10]2[O:14][N:13]=[C:12]([C:15]3[CH:24]=[C:23]4[C:18]([CH2:19][CH2:20][N:21]([CH2:25][C:26]([O:28]C(C)(C)C)=[O:27])[CH2:22]4)=[CH:17][CH:16]=3)[N:11]=2)[CH:7]=[CH:6][C:5]=1[C:33]1[CH:38]=[CH:37][CH:36]=[CH:35][C:34]=1[CH3:39].[ClH:40]. (4) The reactants are: [CH3:1][O:2][CH2:3][CH2:4][O:5][CH2:6][CH2:7][N:8]1[CH:12]=[CH:11][N:10]=[CH:9]1.C([Li])CCC.CCCCCC.CN([CH:27]=[O:28])C.C(=O)(O)[O-].[Na+]. Given the product [CH3:1][O:2][CH2:3][CH2:4][O:5][CH2:6][CH2:7][N:8]1[CH:12]=[CH:11][N:10]=[C:9]1[CH:27]=[O:28], predict the reactants needed to synthesize it. (5) Given the product [C:3]([O:7][C:8]([N:10]([C:11]1[CH:20]=[CH:19][C:14]([CH2:15][OH:16])=[CH:13][C:12]=1[N+:21]([O-:23])=[O:22])[C:24]1[N:25]=[CH:26][N:27]=[C:28]([N:30]([CH3:31])[C:32](=[O:33])[O:34][C:35]([CH3:37])([CH3:38])[CH3:36])[CH:29]=1)=[O:9])([CH3:4])([CH3:5])[CH3:6], predict the reactants needed to synthesize it. The reactants are: [BH4-].[Li+].[C:3]([O:7][C:8]([N:10]([C:24]1[CH:29]=[C:28]([N:30]([C:32]([O:34][C:35]([CH3:38])([CH3:37])[CH3:36])=[O:33])[CH3:31])[N:27]=[CH:26][N:25]=1)[C:11]1[CH:20]=[CH:19][C:14]([C:15](OC)=[O:16])=[CH:13][C:12]=1[N+:21]([O-:23])=[O:22])=[O:9])([CH3:6])([CH3:5])[CH3:4]. (6) Given the product [Cl:15][C:16]1[C:17]([N+:24]([O-:26])=[O:25])=[CH:18][C:19]([CH3:23])=[C:20]([N:3]2[CH:4]=[CH:5][CH:6]=[C:7]([CH3:8])[C:2]2=[O:1])[CH:21]=1, predict the reactants needed to synthesize it. The reactants are: [OH:1][C:2]1[C:7]([CH3:8])=[CH:6][CH:5]=[CH:4][N:3]=1.CC(C)([O-])C.[K+].[Cl:15][C:16]1[CH:21]=[C:20](F)[C:19]([CH3:23])=[CH:18][C:17]=1[N+:24]([O-:26])=[O:25].O. (7) Given the product [CH3:1][C:2]1([C:8]2[S:9][CH:10]=[C:11]([CH2:13][OH:14])[N:12]=2)[CH2:7][CH2:6][O:5][CH2:4][CH2:3]1, predict the reactants needed to synthesize it. The reactants are: [CH3:1][C:2]1([C:8]2[S:9][CH:10]=[C:11]([C:13](OCC)=[O:14])[N:12]=2)[CH2:7][CH2:6][O:5][CH2:4][CH2:3]1.[Li+].[BH4-].CO. (8) Given the product [F:1][C:2]1[CH:3]=[C:4]([CH:8]=[CH:9][C:10]=1[NH:11][C:12]1[C:17]([F:18])=[C:16]([N:19]2[CH2:20][CH2:21][CH:22]([C:25]3[O:29][N:28]=[C:27]([C:30]([F:33])([CH3:32])[CH3:31])[N:26]=3)[CH2:23][CH2:24]2)[N:15]=[CH:14][N:13]=1)[C:5]([NH2:37])=[O:6], predict the reactants needed to synthesize it. The reactants are: [F:1][C:2]1[CH:3]=[C:4]([CH:8]=[CH:9][C:10]=1[NH:11][C:12]1[C:17]([F:18])=[C:16]([N:19]2[CH2:24][CH2:23][CH:22]([C:25]3[O:29][N:28]=[C:27]([C:30]([F:33])([CH3:32])[CH3:31])[N:26]=3)[CH2:21][CH2:20]2)[N:15]=[CH:14][N:13]=1)[C:5](O)=[O:6].[Cl-].[NH4+].C[N:37](C(ON1N=NC2C=CC=NC1=2)=[N+](C)C)C.F[P-](F)(F)(F)(F)F.C(N(C(C)C)C(C)C)C. (9) Given the product [CH3:14][O:13][C:7]1[CH:8]=[C:9]2[C:4](=[CH:5][CH:6]=1)[N:3]=[C:2]([N:17]1[CH2:18][CH:19]3[CH:22]([NH:23][CH3:24])[CH:15]([CH2:21][CH2:20]3)[CH2:16]1)[CH:11]=[C:10]2[CH3:12], predict the reactants needed to synthesize it. The reactants are: Cl[C:2]1[CH:11]=[C:10]([CH3:12])[C:9]2[C:4](=[CH:5][CH:6]=[C:7]([O:13][CH3:14])[CH:8]=2)[N:3]=1.[CH:15]12[CH:22]([N:23](C)[C:24](=O)OC(C)(C)C)[CH:19]([CH2:20][CH2:21]1)[CH2:18][NH:17][CH2:16]2.CC([O-])(C)C.[Na+].C1C=CC(P(C2C(C3C(P(C4C=CC=CC=4)C4C=CC=CC=4)=CC=C4C=3C=CC=C4)=C3C(C=CC=C3)=CC=2)C2C=CC=CC=2)=CC=1.